This data is from Catalyst prediction with 721,799 reactions and 888 catalyst types from USPTO. The task is: Predict which catalyst facilitates the given reaction. Reactant: C([O:5][C:6](=[O:31])[CH:7]([N:17]=C(C1C=CC=CC=1)C1C=CC=CC=1)[CH2:8][CH:9]1[CH2:16][CH2:15][CH2:14][CH2:13][CH2:12][CH2:11][CH2:10]1)(C)(C)C.Cl. Product: [NH2:17][CH:7]([CH2:8][CH:9]1[CH2:16][CH2:15][CH2:14][CH2:13][CH2:12][CH2:11][CH2:10]1)[C:6]([OH:31])=[O:5]. The catalyst class is: 24.